Dataset: CYP2D6 inhibition data for predicting drug metabolism from PubChem BioAssay. Task: Regression/Classification. Given a drug SMILES string, predict its absorption, distribution, metabolism, or excretion properties. Task type varies by dataset: regression for continuous measurements (e.g., permeability, clearance, half-life) or binary classification for categorical outcomes (e.g., BBB penetration, CYP inhibition). Dataset: cyp2d6_veith. The molecule is O=C1[C@H]2CC[C@H]3/C(=N\OCc4ccccc4)C[C@@H](O)[C@@H](O)[C@@H]3[C@@H]2C(=O)N1Cc1ccccc1. The result is 0 (non-inhibitor).